From a dataset of NCI-60 drug combinations with 297,098 pairs across 59 cell lines. Regression. Given two drug SMILES strings and cell line genomic features, predict the synergy score measuring deviation from expected non-interaction effect. (1) Drug 1: CCCS(=O)(=O)NC1=C(C(=C(C=C1)F)C(=O)C2=CNC3=C2C=C(C=N3)C4=CC=C(C=C4)Cl)F. Drug 2: CC1OCC2C(O1)C(C(C(O2)OC3C4COC(=O)C4C(C5=CC6=C(C=C35)OCO6)C7=CC(=C(C(=C7)OC)O)OC)O)O. Cell line: UO-31. Synergy scores: CSS=22.7, Synergy_ZIP=-4.92, Synergy_Bliss=0.177, Synergy_Loewe=1.37, Synergy_HSA=2.17. (2) Drug 1: C1=NC2=C(N1)C(=S)N=CN2. Drug 2: C1C(C(OC1N2C=NC3=C2NC=NCC3O)CO)O. Cell line: CAKI-1. Synergy scores: CSS=29.3, Synergy_ZIP=-1.29, Synergy_Bliss=-1.24, Synergy_Loewe=-18.4, Synergy_HSA=-2.09. (3) Drug 1: CCCCCOC(=O)NC1=NC(=O)N(C=C1F)C2C(C(C(O2)C)O)O. Drug 2: CC1CCCC2(C(O2)CC(NC(=O)CC(C(C(=O)C(C1O)C)(C)C)O)C(=CC3=CSC(=N3)C)C)C. Cell line: HCT116. Synergy scores: CSS=57.2, Synergy_ZIP=1.07, Synergy_Bliss=1.35, Synergy_Loewe=-28.7, Synergy_HSA=2.78.